Dataset: CYP2C9 inhibition data for predicting drug metabolism from PubChem BioAssay. Task: Regression/Classification. Given a drug SMILES string, predict its absorption, distribution, metabolism, or excretion properties. Task type varies by dataset: regression for continuous measurements (e.g., permeability, clearance, half-life) or binary classification for categorical outcomes (e.g., BBB penetration, CYP inhibition). Dataset: cyp2c9_veith. (1) The molecule is COc1ccc(CNc2ncncc2-c2ccoc2)c(OC)c1. The result is 0 (non-inhibitor). (2) The drug is O=C(O)/C=C1\NC(=O)c2ccccc21. The result is 0 (non-inhibitor). (3) The result is 0 (non-inhibitor). The compound is COc1ccc(-c2[nH]c(-c3ccc(C(=O)O)cc3)nc2-c2ccccc2)cc1. (4) The result is 0 (non-inhibitor). The drug is S=C(Nc1ccc(Cl)cc1Cl)NC1CCCCC1. (5) The drug is Clc1ccc(N2C[C@@H]3CC[C@H](C2)N3)nn1. The result is 0 (non-inhibitor).